This data is from Peptide-MHC class II binding affinity with 134,281 pairs from IEDB. The task is: Regression. Given a peptide amino acid sequence and an MHC pseudo amino acid sequence, predict their binding affinity value. This is MHC class II binding data. (1) The MHC is DRB1_0405 with pseudo-sequence DRB1_0405. The binding affinity (normalized) is 0.167. The peptide sequence is LIIGALAGSTLAALVIGGIA. (2) The peptide sequence is IGKLFTQTMKGVERL. The MHC is DRB3_0202 with pseudo-sequence DRB3_0202. The binding affinity (normalized) is 0.